Predict which catalyst facilitates the given reaction. From a dataset of Catalyst prediction with 721,799 reactions and 888 catalyst types from USPTO. (1) Reactant: [CH3:1][N:2]1[CH2:7][CH2:6][NH:5][CH2:4][CH2:3]1.[Br:8][C:9]1[CH:10]=[C:11]([CH:14]=[CH:15][CH:16]=1)[CH2:12]Br. Product: [Br:8][C:9]1[CH:10]=[C:11]([CH:14]=[CH:15][CH:16]=1)[CH2:12][N:5]1[CH2:6][CH2:7][N:2]([CH3:1])[CH2:3][CH2:4]1. The catalyst class is: 1. (2) Reactant: [C:1]([C:5]1[CH:13]=[CH:12][C:8]([C:9](O)=[O:10])=[C:7]([O:14][C:15]2[CH:20]=[CH:19][CH:18]=[C:17]([C:21]([F:24])([F:23])[F:22])[N:16]=2)[CH:6]=1)([CH3:4])([CH3:3])[CH3:2].CN(C(ON1N=NC2C=CC=NC1=2)=[N+](C)C)C.F[P-](F)(F)(F)(F)F.C(N(CC)CC)C.Cl.[CH3:57][S:58]([C:61]1[CH:62]=[C:63]([CH:65]=[CH:66][CH:67]=1)[NH2:64])(=[O:60])=[O:59]. The catalyst class is: 3. Product: [C:1]([C:5]1[CH:13]=[CH:12][C:8]([C:9]([NH:64][C:63]2[CH:65]=[CH:66][CH:67]=[C:61]([S:58]([CH3:57])(=[O:60])=[O:59])[CH:62]=2)=[O:10])=[C:7]([O:14][C:15]2[CH:20]=[CH:19][CH:18]=[C:17]([C:21]([F:22])([F:24])[F:23])[N:16]=2)[CH:6]=1)([CH3:3])([CH3:4])[CH3:2].